This data is from Full USPTO retrosynthesis dataset with 1.9M reactions from patents (1976-2016). The task is: Predict the reactants needed to synthesize the given product. (1) The reactants are: [CH3:1][O:2][C:3]1[CH:4]=[C:5]([CH:8]=[CH:9][C:10]=1[O:11][CH2:12][C:13]1[N:14]=[C:15]([C:19]2[CH:24]=[CH:23][CH:22]=[CH:21][CH:20]=2)[S:16][C:17]=1[CH3:18])[CH:6]=[O:7].C(O)C.[BH4-].[Na+].O. Given the product [CH3:1][O:2][C:3]1[CH:4]=[C:5]([CH2:6][OH:7])[CH:8]=[CH:9][C:10]=1[O:11][CH2:12][C:13]1[N:14]=[C:15]([C:19]2[CH:24]=[CH:23][CH:22]=[CH:21][CH:20]=2)[S:16][C:17]=1[CH3:18], predict the reactants needed to synthesize it. (2) Given the product [Br:11][C:12]1[CH:19]=[CH:18][C:15]([CH:16]=[C:7]([C:1]2[CH:6]=[CH:5][CH:4]=[CH:3][CH:2]=2)[C:8](=[O:10])[CH3:9])=[CH:14][CH:13]=1, predict the reactants needed to synthesize it. The reactants are: [C:1]1([CH2:7][C:8](=[O:10])[CH3:9])[CH:6]=[CH:5][CH:4]=[CH:3][CH:2]=1.[Br:11][C:12]1[CH:19]=[CH:18][C:15]([CH:16]=O)=[CH:14][CH:13]=1.N1CCCCC1. (3) Given the product [CH:7]([C:20]1[CH:25]=[CH:24][CH:23]=[C:22]([C:26]2[C:27]([O:33][CH2:34][C:35]3[CH:40]=[CH:39][C:38]([F:41])=[CH:37][CH:36]=3)=[C:28]([C:42]3[CH:47]=[CH:46][CH:45]=[CH:44][CH:43]=3)[CH:29]=[CH:30][CH:31]=2)[N:21]=1)([C:14]1[CH:19]=[CH:18][CH:17]=[CH:16][CH:15]=1)[C:8]1[CH:13]=[CH:12][CH:11]=[CH:10][CH:9]=1, predict the reactants needed to synthesize it. The reactants are: C(=O)([O-])[O-].[K+].[K+].[CH:7]([C:20]1[CH:25]=[CH:24][CH:23]=[C:22]([C:26]2[CH:31]=[CH:30][CH:29]=[C:28](Br)[C:27]=2[O:33][CH2:34][C:35]2[CH:40]=[CH:39][C:38]([F:41])=[CH:37][CH:36]=2)[N:21]=1)([C:14]1[CH:19]=[CH:18][CH:17]=[CH:16][CH:15]=1)[C:8]1[CH:13]=[CH:12][CH:11]=[CH:10][CH:9]=1.[C:42]1(B(O)O)[CH:47]=[CH:46][CH:45]=[CH:44][CH:43]=1. (4) Given the product [NH:19]1[C:20]2[C:25](=[CH:24][CH:23]=[CH:22][CH:21]=2)[CH2:26][CH:18]1[C:13]1[N:14]([CH3:17])[C:15](=[O:16])[C:10]([O:9][C:1](=[O:8])[C:2]2[CH:3]=[CH:4][CH:5]=[CH:6][CH:7]=2)=[C:11]([C:37]([O:39][CH3:40])=[O:38])[N:12]=1, predict the reactants needed to synthesize it. The reactants are: [C:1]([O:9][C:10]1[C:15](=[O:16])[N:14]([CH3:17])[C:13]([CH:18]2[CH2:26][C:25]3[C:20](=[CH:21][CH:22]=[CH:23][CH:24]=3)[N:19]2C(OCC2C=CC=CC=2)=O)=[N:12][C:11]=1[C:37]([O:39][CH3:40])=[O:38])(=[O:8])[C:2]1[CH:7]=[CH:6][CH:5]=[CH:4][CH:3]=1. (5) Given the product [CH:5]1[C:4]2[C:9](=[CH:10][C:11]3[C:16]([C:3]=2[C:1]#[C:2][C:7]#[C:6][C:5]2[C:4]4[C:3]([CH:1]=[C:20]5[C:19]=2[CH:15]=[CH:14][CH:13]=[CH:12]5)=[CH:16][CH:11]=[CH:10][CH:9]=4)=[CH:15][CH:14]=[CH:13][CH:12]=3)[CH:8]=[CH:7][CH:6]=1, predict the reactants needed to synthesize it. The reactants are: [C:1]([C:3]1[C:4]2[C:9]([CH:10]=[C:11]3[C:16]=1[CH:15]=[CH:14][CH:13]=[CH:12]3)=[CH:8][CH:7]=[CH:6][CH:5]=2)#[CH:2].CN(C)[CH2:19][CH2:20]N(C)C. (6) Given the product [Cl:2][C:3]1[C:8]([C:9]([F:12])([F:11])[F:10])=[CH:7][CH:6]=[CH:5][C:4]=1[N:13]1[C:50]([CH:51]2[C:21]3[C:16](=[CH:17][CH:18]=[CH:19][CH:20]=3)[CH2:53][CH2:52]2)=[N:49][CH:47]=[N:14]1, predict the reactants needed to synthesize it. The reactants are: Cl.[Cl:2][C:3]1[C:8]([C:9]([F:12])([F:11])[F:10])=[CH:7][CH:6]=[CH:5][C:4]=1[NH:13][NH2:14].Cl.[C:16]1(NN)[CH:21]=[CH:20][CH:19]=[CH:18][CH:17]=1.C1(C(N)=O)C2C(=CC=CC=2)CC1.C1(C)C=CC=CC=1CC(N)=O.[CH:47]([NH:49][C:50](=O)[CH2:51][C:52]1C=CC=C[CH:53]=1)=O.